From a dataset of Reaction yield outcomes from USPTO patents with 853,638 reactions. Predict the reaction yield, written as a fraction of the theoretical maximum amount of product (1.0 means a 100% yield; for example, 0.34 means a 34% yield). The reactants are [CH3:1][O:2][C:3]1[CH:4]=[C:5]([CH:13]=[CH:14][C:15]=1[N+:16]([O-])=O)[O:6][CH2:7][CH2:8][CH2:9][N:10]([CH3:12])[CH3:11].[H][H]. The catalyst is C(OCC)(=O)C.[Pd]. The product is [CH3:12][N:10]([CH3:11])[CH2:9][CH2:8][CH2:7][O:6][C:5]1[CH:13]=[CH:14][C:15]([NH2:16])=[C:3]([O:2][CH3:1])[CH:4]=1. The yield is 0.970.